From a dataset of Forward reaction prediction with 1.9M reactions from USPTO patents (1976-2016). Predict the product of the given reaction. (1) Given the reactants [CH2:1]([C@H:3]1[CH2:7][NH:6][CH2:5][C@H:4]1[NH:8][C:9]1[C:10]2[N:11]([CH:18]=[C:19]([C:21]3[CH:22]=[N:23][C:24]([CH2:27][NH:28][C:29](=[O:33])[CH2:30][O:31][CH3:32])=[CH:25][CH:26]=3)[CH:20]=2)[N:12]=[CH:13][C:14]=1[C:15]([NH2:17])=[O:16])[CH3:2].Cl[C:35]1[S:36][C:37]([C:40]#[N:41])=[CH:38][N:39]=1.C(N(C(C)C)CC)(C)C, predict the reaction product. The product is: [C:40]([C:37]1[S:36][C:35]([N:6]2[CH2:7][C@H:3]([CH2:1][CH3:2])[C@H:4]([NH:8][C:9]3[C:10]4[N:11]([CH:18]=[C:19]([C:21]5[CH:22]=[N:23][C:24]([CH2:27][NH:28][C:29](=[O:33])[CH2:30][O:31][CH3:32])=[CH:25][CH:26]=5)[CH:20]=4)[N:12]=[CH:13][C:14]=3[C:15]([NH2:17])=[O:16])[CH2:5]2)=[N:39][CH:38]=1)#[N:41]. (2) Given the reactants C(OO)(C)(C)C.[Br:7][C:8]1[CH:9]=[C:10]([C:14]2([C:25]3[CH:30]=[CH:29][N:28]=[CH:27][CH:26]=3)[C:18]3=[N:19][CH2:20][C:21]([F:24])([F:23])[CH2:22][N:17]3[CH2:16][NH:15]2)[CH:11]=[CH:12][CH:13]=1.[NH3:31], predict the reaction product. The product is: [Br:7][C:8]1[CH:9]=[C:10]([C:14]2([C:25]3[CH:30]=[CH:29][N:28]=[CH:27][CH:26]=3)[C:18]3=[N:19][CH2:20][C:21]([F:23])([F:24])[CH2:22][N:17]3[C:16]([NH2:31])=[N:15]2)[CH:11]=[CH:12][CH:13]=1.